The task is: Predict which catalyst facilitates the given reaction.. This data is from Catalyst prediction with 721,799 reactions and 888 catalyst types from USPTO. (1) Reactant: [H-].[Na+].[Cl:3][C:4]1[CH:29]=[CH:28][C:7]2[O:8][C:9]3[CH:27]=[CH:26][CH:25]=[CH:24][C:10]=3[C@@H:11]3[C@H:16]([NH:17][C:18](=[O:23])[C:19]([F:22])([F:21])[F:20])[CH2:15][CH2:14][CH2:13][N:12]3[C:6]=2[CH:5]=1.[CH3:30]I. Product: [Cl:3][C:4]1[CH:29]=[CH:28][C:7]2[O:8][C:9]3[CH:27]=[CH:26][CH:25]=[CH:24][C:10]=3[C@@H:11]3[C@H:16]([N:17]([CH3:30])[C:18](=[O:23])[C:19]([F:22])([F:21])[F:20])[CH2:15][CH2:14][CH2:13][N:12]3[C:6]=2[CH:5]=1. The catalyst class is: 3. (2) Reactant: [N:1]1([CH2:7][CH2:8][OH:9])[CH2:6][CH2:5][NH:4][CH2:3][CH2:2]1.C(N(CC)CC)C.[CH3:17][S:18](Cl)(=[O:20])=[O:19]. Product: [CH3:17][S:18]([N:4]1[CH2:5][CH2:6][N:1]([CH2:7][CH2:8][OH:9])[CH2:2][CH2:3]1)(=[O:20])=[O:19]. The catalyst class is: 2. (3) Reactant: [CH3:1][S:2]([CH3:5])(=[NH:4])=[O:3].[N+:6]([C:9]1[CH:10]=[C:11]([N:15]=[C:16]=[O:17])[CH:12]=[CH:13][CH:14]=1)([O-:8])=[O:7]. Product: [CH3:1][S:2]([CH3:5])(=[N:4][C:16](=[O:17])[NH:15][C:11]1[CH:12]=[CH:13][CH:14]=[C:9]([N+:6]([O-:8])=[O:7])[CH:10]=1)=[O:3]. The catalyst class is: 10. (4) Reactant: [CH:1]1[C:10]2[C:5](=[C:6]([C:11]#[C:12][N:13]3[C:21]4[CH:20]=[CH:19][C:18]([CH3:22])=[CH:17][C:16]=4[C:15]4[CH2:23][N:24]([CH3:27])[CH2:25][CH2:26][C:14]3=4)[CH:7]=[CH:8][CH:9]=2)[CH:4]=[CH:3][N:2]=1.C([O-])=O.[NH4+]. Product: [CH:1]1[C:10]2[C:5](=[C:6]([CH:11]=[CH:12][N:13]3[C:21]4[CH:20]=[CH:19][C:18]([CH3:22])=[CH:17][C:16]=4[C:15]4[CH2:23][N:24]([CH3:27])[CH2:25][CH2:26][C:14]3=4)[CH:7]=[CH:8][CH:9]=2)[CH:4]=[CH:3][N:2]=1. The catalyst class is: 19. (5) Reactant: [CH:1]1[C:10]2[C:5](=[CH:6][CH:7]=[CH:8][CH:9]=2)[CH:4]=[C:3]([NH:11][C:12](=[O:40])[O:13][CH2:14][C@@H:15]([N:26]([CH3:39])[C:27]([NH:29][CH2:30][C:31]2[CH:36]=[CH:35][CH:34]=[C:33]([F:37])[C:32]=2[Cl:38])=[O:28])[CH2:16][C:17]2[N:21]3[CH:22]=[CH:23][N:24]=[CH:25][C:20]3=[CH:19][N:18]=2)[N:2]=1.[H][H]. Product: [CH:1]1[C:10]2[C:5](=[CH:6][CH:7]=[CH:8][CH:9]=2)[CH:4]=[C:3]([NH:11][C:12](=[O:40])[O:13][CH2:14][C@@H:15]([N:26]([CH3:39])[C:27]([NH:29][CH2:30][C:31]2[CH:36]=[CH:35][CH:34]=[C:33]([F:37])[C:32]=2[Cl:38])=[O:28])[CH2:16][C:17]2[N:21]3[CH2:22][CH2:23][NH:24][CH2:25][C:20]3=[CH:19][N:18]=2)[N:2]=1. The catalyst class is: 43. (6) Reactant: [NH2:1]/[C:2](=[N:27]\[OH:28])/[C:3]([NH:9][C:10]([C:12]1[CH:17]=[C:16]([O:18][CH2:19][C:20]([F:23])([F:22])[F:21])[C:15]([CH:24]2[CH2:26][CH2:25]2)=[CH:14][N:13]=1)=[O:11])([CH2:5][CH:6]1[CH2:8][CH2:7]1)[CH3:4].[N:29]1(C#N)CCCC[CH2:30]1. Product: [NH2:29][C:30]1[O:28][N:27]=[C:2]([C:3]([NH:9][C:10]([C:12]2[CH:17]=[C:16]([O:18][CH2:19][C:20]([F:22])([F:23])[F:21])[C:15]([CH:24]3[CH2:25][CH2:26]3)=[CH:14][N:13]=2)=[O:11])([CH3:4])[CH2:5][CH:6]2[CH2:8][CH2:7]2)[N:1]=1. The catalyst class is: 13. (7) Product: [CH2:1]([O:8][C:9]([N:11]1[CH2:20][CH2:19][C:18]2[C:13](=[CH:14][C:15]([O:21][CH2:22][Cl:28])=[CH:16][CH:17]=2)[CH2:12]1)=[O:10])[C:2]1[CH:7]=[CH:6][CH:5]=[CH:4][CH:3]=1. Reactant: [CH2:1]([O:8][C:9]([N:11]1[CH2:20][CH2:19][C:18]2[C:13](=[CH:14][C:15]([O:21][CH2:22]SC)=[CH:16][CH:17]=2)[CH2:12]1)=[O:10])[C:2]1[CH:7]=[CH:6][CH:5]=[CH:4][CH:3]=1.S(Cl)([Cl:28])(=O)=O. The catalyst class is: 2. (8) The catalyst class is: 9. Reactant: [C:1]([C:3]1[CH:8]=[CH:7][C:6]([C:9]([F:12])([F:11])[F:10])=[CH:5][C:4]=1[C:13]1[CH:18]=[C:17]([C:19]2[CH:24]=[CH:23][C:22]([CH3:25])=[CH:21][N:20]=2)[CH:16]=[C:15]([C:26]([OH:28])=O)[CH:14]=1)#[N:2].Cl.[O:30]1[CH2:35][CH2:34][N:33]([CH2:36][C@H:37]([NH2:39])[CH3:38])[CH2:32][CH2:31]1.F[P-](F)(F)(F)(F)F.C[N+](C)=C(N(C)C)ON1C2N=CC=CC=2N=N1.C(N(CC)C(C)C)(C)C. Product: [C:1]([C:3]1[CH:8]=[CH:7][C:6]([C:9]([F:12])([F:10])[F:11])=[CH:5][C:4]=1[C:13]1[CH:18]=[C:17]([C:19]2[CH:24]=[CH:23][C:22]([CH3:25])=[CH:21][N:20]=2)[CH:16]=[C:15]([C:26]([NH:39][C@H:37]([CH3:38])[CH2:36][N:33]2[CH2:34][CH2:35][O:30][CH2:31][CH2:32]2)=[O:28])[CH:14]=1)#[N:2]. (9) Reactant: [Br:1][C:2]1[N:7]=[C:6]([NH:8][N:9]=[C:10]2[CH2:17][CH:16]3[N:18]([C:19]([O:21][C:22]([CH3:25])([CH3:24])[CH3:23])=[O:20])[CH:12]([CH2:13][CH2:14][CH2:15]3)[CH2:11]2)[CH:5]=[CH:4][CH:3]=1.[H-].[Na+].[CH3:28]I.O. Product: [Br:1][C:2]1[N:7]=[C:6]([N:8]([CH3:28])[N:9]=[C:10]2[CH2:17][CH:16]3[N:18]([C:19]([O:21][C:22]([CH3:25])([CH3:24])[CH3:23])=[O:20])[CH:12]([CH2:13][CH2:14][CH2:15]3)[CH2:11]2)[CH:5]=[CH:4][CH:3]=1. The catalyst class is: 3. (10) Reactant: [C:1]1([NH:7][C:8]2[C:13]([C:14](=[O:16])[CH3:15])=[CH:12][CH:11]=[CH:10][N:9]=2)[CH:6]=[CH:5][CH:4]=[CH:3][CH:2]=1.[CH3:17][O:18][C:19](=[O:29])[C:20]1[CH:25]=[CH:24][C:23]([CH:26]=O)=[C:22]([F:28])[CH:21]=1.C[O-].[Na+].Cl. Product: [CH3:17][O:18][C:19](=[O:29])[C:20]1[CH:25]=[CH:24][C:23](/[CH:26]=[CH:15]/[C:14](=[O:16])[C:13]2[C:8]([NH:7][C:1]3[CH:6]=[CH:5][CH:4]=[CH:3][CH:2]=3)=[N:9][CH:10]=[CH:11][CH:12]=2)=[C:22]([F:28])[CH:21]=1. The catalyst class is: 24.